Dataset: Forward reaction prediction with 1.9M reactions from USPTO patents (1976-2016). Task: Predict the product of the given reaction. (1) Given the reactants C(=O)([O-])[O-].[Na+].[Na+].[ClH:7].F[C:9]1[CH:14]=[CH:13][C:12]([C:15]2[CH:16]=[CH:17][C:18]3[C:22]([C:23]4[CH:24]=[N:25][CH:26]=[CH:27][CH:28]=4)=[CH:21][S:20][C:19]=3[CH:29]=2)=[CH:11][CH:10]=1.[C:30](C1C=CC=CC=1B(O)O)(=[O:32])[CH3:31].Cl.C(OCC)C, predict the reaction product. The product is: [ClH:7].[N:25]1[CH:26]=[CH:27][CH:28]=[C:23]([C:22]2[C:18]3[CH:17]=[CH:16][C:15]([C:12]4[CH:13]=[CH:14][CH:9]=[CH:10][C:11]=4[C:30](=[O:32])[CH3:31])=[CH:29][C:19]=3[S:20][CH:21]=2)[CH:24]=1. (2) Given the reactants [C:1]([C:3]1[CH:13]=[CH:12][C:6]([C:7]([O:9][CH2:10][CH3:11])=[O:8])=[CH:5][C:4]=1[NH:14][CH2:15][CH:16]([CH3:18])[CH3:17])#[N:2].[Br:19]N1C(=O)CCC1=O, predict the reaction product. The product is: [Br:19][C:12]1[CH:13]=[C:3]([C:1]#[N:2])[C:4]([NH:14][CH2:15][CH:16]([CH3:17])[CH3:18])=[CH:5][C:6]=1[C:7]([O:9][CH2:10][CH3:11])=[O:8]. (3) Given the reactants Br[C:2]1[CH:7]=[CH:6][CH:5]=[C:4]([Br:8])[N:3]=1.[O-:9][CH2:10][CH3:11].[Na+].C(=O)(O)[O-].[Na+], predict the reaction product. The product is: [Br:8][C:4]1[CH:5]=[CH:6][CH:7]=[C:2]([O:9][CH2:10][CH3:11])[N:3]=1.